From a dataset of Full USPTO retrosynthesis dataset with 1.9M reactions from patents (1976-2016). Predict the reactants needed to synthesize the given product. Given the product [C:32]([O:31][C:29](=[O:30])[NH:28][CH:24]([C:25](=[O:27])[NH2:26])[CH2:23][CH2:22][O:21][C:18]1[CH:17]=[CH:16][C:15]([CH2:14][CH2:13][CH2:12][CH2:11][NH2:10])=[CH:20][CH:19]=1)([CH3:35])([CH3:33])[CH3:34], predict the reactants needed to synthesize it. The reactants are: C(OC(=O)[NH:10][CH2:11][CH2:12][CH2:13][CH2:14][C:15]1[CH:20]=[CH:19][C:18]([O:21][CH2:22][CH2:23][CH:24]([NH:28][C:29]([O:31][C:32]([CH3:35])([CH3:34])[CH3:33])=[O:30])[C:25](=[O:27])[NH2:26])=[CH:17][CH:16]=1)C1C=CC=CC=1.